From a dataset of Full USPTO retrosynthesis dataset with 1.9M reactions from patents (1976-2016). Predict the reactants needed to synthesize the given product. Given the product [Cl:1][C:2]1[CH:3]=[CH:4][C:5]([C:27]#[N:28])=[C:6]([C:8]2[C:9]3[C:25](=[O:26])[CH2:24][CH2:23][C:10]=3[N:11]([CH2:15][C:16]([OH:18])=[O:17])[C:12](=[O:14])[CH:13]=2)[CH:7]=1, predict the reactants needed to synthesize it. The reactants are: [Cl:1][C:2]1[CH:3]=[CH:4][C:5]([C:27]#[N:28])=[C:6]([C:8]2[C:9]3[C:25](=[O:26])[CH2:24][CH2:23][C:10]=3[N:11]([CH2:15][C:16]([O:18]C(C)(C)C)=[O:17])[C:12](=[O:14])[CH:13]=2)[CH:7]=1.C(O)(C(F)(F)F)=O.